Dataset: Forward reaction prediction with 1.9M reactions from USPTO patents (1976-2016). Task: Predict the product of the given reaction. Given the reactants [C:1]([C:3]1[CH:8]=[CH:7][C:6]([OH:9])=[CH:5][CH:4]=1)#[N:2].C(=O)([O-])[O-].[K+].[K+].[CH2:16](Br)[C:17]1[CH:22]=[CH:21][CH:20]=[CH:19][CH:18]=1.Cl, predict the reaction product. The product is: [CH2:16]([O:9][C:6]1[CH:7]=[CH:8][C:3]([C:1]#[N:2])=[CH:4][CH:5]=1)[C:17]1[CH:22]=[CH:21][CH:20]=[CH:19][CH:18]=1.